Task: Predict the product of the given reaction.. Dataset: Forward reaction prediction with 1.9M reactions from USPTO patents (1976-2016) (1) Given the reactants C([O:3][C:4](=[O:21])[C:5]1[CH:10]=[CH:9][C:8]([N+:11]([O-:13])=[O:12])=[CH:7][C:6]=1[NH:14][CH:15]1[CH2:20][CH2:19][O:18][CH2:17][CH2:16]1)C.[OH-].[Na+], predict the reaction product. The product is: [N+:11]([C:8]1[CH:9]=[CH:10][C:5]([C:4]([OH:21])=[O:3])=[C:6]([NH:14][CH:15]2[CH2:20][CH2:19][O:18][CH2:17][CH2:16]2)[CH:7]=1)([O-:13])=[O:12]. (2) Given the reactants C([O:3][C:4]([C:6]1([F:19])[CH2:11][CH2:10][N:9]([C:12]([O:14][C:15]([CH3:18])([CH3:17])[CH3:16])=[O:13])[CH2:8][CH2:7]1)=O)C.[NH3:20], predict the reaction product. The product is: [C:15]([O:14][C:12]([N:9]1[CH2:10][CH2:11][C:6]([C:4](=[O:3])[NH2:20])([F:19])[CH2:7][CH2:8]1)=[O:13])([CH3:18])([CH3:17])[CH3:16]. (3) Given the reactants C([Si](C(C)C)(C(C)C)[O:5][C:6]1[CH:7]=[C:8](Br)[C:9]2[C:14]([CH:15]=1)=[CH:13][CH:12]=[CH:11][CH:10]=2)(C)C.[C:23]([C:25]1[CH:39]=[CH:38][C:28]([N:29]([CH2:34][CH2:35][CH2:36][CH3:37])[CH2:30][CH2:31][CH2:32][CH3:33])=[CH:27][CH:26]=1)#[CH:24].C1C=CC(P(C2C=CC=CC=2)C2C=CC=CC=2)=CC=1.[F-].C([N+](CCCC)(CCCC)CCCC)CCC, predict the reaction product. The product is: [CH2:30]([N:29]([CH2:34][CH2:35][CH2:36][CH3:37])[C:28]1[CH:27]=[CH:26][C:25]([C:23]#[C:24][C:7]2[C:6]([OH:5])=[CH:15][C:14]3[C:9]([CH:8]=2)=[CH:10][CH:11]=[CH:12][CH:13]=3)=[CH:39][CH:38]=1)[CH2:31][CH2:32][CH3:33]. (4) Given the reactants Cl.[NH2:2][OH:3].[NH2:4][C:5]([NH2:25])=[N:6][C:7]([C:9]1[CH:21]=[CH:20][C:19]2[C:18]3[C:13](=[C:14]([CH2:22][OH:23])[CH:15]=[CH:16][CH:17]=3)[C:12](=O)[C:11]=2[CH:10]=1)=[O:8], predict the reaction product. The product is: [NH2:4][C:5]([NH2:25])=[N:6][C:7]([C:9]1[CH:21]=[CH:20][C:19]2[C:18]3[C:13](=[C:14]([CH2:22][OH:23])[CH:15]=[CH:16][CH:17]=3)[C:12](=[N:2][OH:3])[C:11]=2[CH:10]=1)=[O:8]. (5) Given the reactants B(Br)(Br)Br.C[O:6][CH2:7][CH2:8][N:9]1[C:14](=[O:15])[C:13]([N:16]2[CH2:21][CH2:20][O:19][CH2:18][CH2:17]2)=[C:12]2[C:22](=[O:37])[N:23]([CH2:25][CH2:26][C:27]3[CH:36]=[CH:35][C:34]4[C:29](=[CH:30][CH:31]=[CH:32][CH:33]=4)[N:28]=3)[CH2:24][C:11]2=[CH:10]1.C(OCC)C.O, predict the reaction product. The product is: [OH:6][CH2:7][CH2:8][N:9]1[C:14](=[O:15])[C:13]([N:16]2[CH2:17][CH2:18][O:19][CH2:20][CH2:21]2)=[C:12]2[C:22](=[O:37])[N:23]([CH2:25][CH2:26][C:27]3[CH:36]=[CH:35][C:34]4[C:29](=[CH:30][CH:31]=[CH:32][CH:33]=4)[N:28]=3)[CH2:24][C:11]2=[CH:10]1. (6) Given the reactants [I:1][CH3:2].[N:3]1([C:19]([O:21][C:22]([CH3:25])([CH3:24])[CH3:23])=[O:20])[CH:7]2[CH2:8][N:9]([C:12]([O:14][C:15]([CH3:18])([CH3:17])[CH3:16])=[O:13])[CH2:10][CH2:11][N:6]2[CH2:5][CH2:4]1, predict the reaction product. The product is: [I-:1].[C:22]([O:21][C:19]([N:3]1[CH:7]2[CH2:8][N:9]([C:12]([O:14][C:15]([CH3:16])([CH3:17])[CH3:18])=[O:13])[CH2:10][CH2:11][N+:6]2([CH3:2])[CH2:5][CH2:4]1)=[O:20])([CH3:25])([CH3:24])[CH3:23]. (7) Given the reactants C([S+]([NH:7][C@@H:8]([C:10]1[CH:15]=[CH:14][CH:13]=[C:12]([C:16]#[N:17])[CH:11]=1)[CH3:9])[O-])(C)(C)C.[ClH:18], predict the reaction product. The product is: [ClH:18].[NH2:7][C@@H:8]([C:10]1[CH:11]=[C:12]([CH:13]=[CH:14][CH:15]=1)[C:16]#[N:17])[CH3:9]. (8) Given the reactants [CH2:1]([C:3]1[CH:8]=[CH:7][CH:6]=[CH:5][C:4]=1[O:9][CH3:10])[CH3:2].[C:11]1(=[O:17])[O:16][C:14](=[O:15])[CH2:13][CH2:12]1.[Cl-].[Al+3].[Cl-].[Cl-].Cl, predict the reaction product. The product is: [CH2:1]([C:3]1[CH:8]=[C:7]([C:11](=[O:17])[CH2:12][CH2:13][C:14]([OH:16])=[O:15])[CH:6]=[CH:5][C:4]=1[O:9][CH3:10])[CH3:2].